From a dataset of Retrosynthesis with 50K atom-mapped reactions and 10 reaction types from USPTO. Predict the reactants needed to synthesize the given product. (1) The reactants are: CC(C)(C)OC(=O)N1CCC(CN2CCN(S(=O)(=O)c3ccc(CO)cc3)CC2=O)CC1. Given the product CC(C)(C)OC(=O)N1CCC(CN2CCN(S(=O)(=O)c3ccc(C=O)cc3)CC2=O)CC1, predict the reactants needed to synthesize it. (2) Given the product Cc1cc(NCCc2ccncc2)c2nc(-c3cccc(C)n3)c(-c3ccnc(N)n3)n2c1, predict the reactants needed to synthesize it. The reactants are: Cc1cc(Br)c2nc(-c3cccc(C)n3)c(-c3ccnc(N)n3)n2c1.NCCc1ccncc1. (3) Given the product CC[C@H](N)/C=C/C(=O)OC, predict the reactants needed to synthesize it. The reactants are: CC[C@@H](/C=C/C(=O)OC)NC(=O)OC(C)(C)C.